This data is from Forward reaction prediction with 1.9M reactions from USPTO patents (1976-2016). The task is: Predict the product of the given reaction. (1) Given the reactants [NH2:1][C:2]1[CH:7]=[CH:6][N:5]=[C:4]([Cl:8])[CH:3]=1.[Li+].C[Si]([N-][Si](C)(C)C)(C)C.[CH:19]1([CH2:22][C:23]2[C:28]([C:29]3[CH:34]=[CH:33][N:32]=[C:31](S(C)=O)[N:30]=3)=[CH:27][N:26]=[C:25]([NH:38][CH2:39][C:40]([CH3:43])([OH:42])[CH3:41])[N:24]=2)[CH2:21][CH2:20]1, predict the reaction product. The product is: [Cl:8][C:4]1[CH:3]=[C:2]([NH:1][C:31]2[N:30]=[C:29]([C:28]3[C:23]([CH2:22][CH:19]4[CH2:21][CH2:20]4)=[N:24][C:25]([NH:38][CH2:39][C:40]([CH3:43])([OH:42])[CH3:41])=[N:26][CH:27]=3)[CH:34]=[CH:33][N:32]=2)[CH:7]=[CH:6][N:5]=1. (2) Given the reactants [NH2:1][C:2]1[N:3]=[CH:4][C:5]([C:19]2[CH:20]=[C:21]([CH:33]=[CH:34][CH:35]=2)[C:22]([NH:24][CH2:25][C:26]2[CH:31]=[CH:30][C:29](Cl)=[CH:28][CH:27]=2)=[O:23])=[N:6][C:7]=1[C:8]1[NH:12][C:11]([C@H:13]2[CH2:18][CH2:17][CH2:16][NH:15][CH2:14]2)=[N:10][N:9]=1.[ClH:36], predict the reaction product. The product is: [NH2:1][C:2]1[N:3]=[CH:4][C:5]([C:19]2[CH:20]=[C:21]([CH:33]=[CH:34][CH:35]=2)[C:22]([NH:24][CH2:25][C:26]2[CH:27]=[CH:28][CH:29]=[C:30]([Cl:36])[CH:31]=2)=[O:23])=[N:6][C:7]=1[C:8]1[NH:12][C:11]([C@H:13]2[CH2:18][CH2:17][CH2:16][NH:15][CH2:14]2)=[N:10][N:9]=1. (3) Given the reactants CC1C=CC(S(O[CH2:12][C@@H:13]2[O:25][C:24]3[C:20]4=[CH:21][O:22][N:23]=[C:19]4[CH:18]=[CH:17][C:16]=3[O:15][CH2:14]2)(=O)=O)=CC=1.[NH:26]1[CH2:31][CH:30]=[C:29]([C:32]2[C:40]3[C:35](=[CH:36][CH:37]=[CH:38][CH:39]=3)[NH:34][CH:33]=2)[CH2:28][CH2:27]1, predict the reaction product. The product is: [NH:34]1[C:35]2[C:40](=[CH:39][CH:38]=[CH:37][CH:36]=2)[C:32]([C:29]2[CH2:30][CH2:31][N:26]([CH2:12][CH:13]3[O:25][C:24]4[C:20]5=[CH:21][O:22][N:23]=[C:19]5[CH:18]=[CH:17][C:16]=4[O:15][CH2:14]3)[CH2:27][CH:28]=2)=[CH:33]1. (4) Given the reactants [O:1]1[C:5]2[CH:6]=[CH:7][C:8]([C:10]([NH:12][NH:13][C:14]([NH:16][CH2:17][C:18]3[CH:23]=[CH:22][CH:21]=[C:20]([F:24])[CH:19]=3)=[O:15])=O)=[CH:9][C:4]=2[CH2:3][CH2:2]1.C(N(CC)CC)C.C(Cl)(Cl)(Cl)Cl, predict the reaction product. The product is: [O:1]1[C:5]2[CH:6]=[CH:7][C:8]([C:10]3[O:15][C:14]([NH:16][CH2:17][C:18]4[CH:23]=[CH:22][CH:21]=[C:20]([F:24])[CH:19]=4)=[N:13][N:12]=3)=[CH:9][C:4]=2[CH2:3][CH2:2]1.